Task: Predict the product of the given reaction.. Dataset: Forward reaction prediction with 1.9M reactions from USPTO patents (1976-2016) (1) The product is: [NH2:25][C:20]1[CH:21]=[CH:22][CH:23]=[CH:24][C:19]=1[NH:18][CH:15]1[CH2:16][CH2:17][N:12]([C:4]2[CH:3]=[C:2]([CH3:1])[CH:7]=[CH:6][C:5]=2[NH:8][C:9](=[O:11])[CH3:10])[CH2:13][CH2:14]1. Given the reactants [CH3:1][C:2]1[CH:7]=[CH:6][C:5]([NH:8][C:9](=[O:11])[CH3:10])=[C:4]([N:12]2[CH2:17][CH2:16][CH:15]([NH:18][C:19]3[CH:24]=[CH:23][CH:22]=[CH:21][C:20]=3[N+:25]([O-])=O)[CH2:14][CH2:13]2)[CH:3]=1.[H][H], predict the reaction product. (2) Given the reactants [OH:1][C:2]1[CH:11]=[CH:10][C:5]2[C:6](=[O:9])[CH2:7][O:8][C:4]=2[CH:3]=1.[C:12](=O)([O-])[O-].[K+].[K+].CI, predict the reaction product. The product is: [CH3:12][O:1][C:2]1[CH:11]=[CH:10][C:5]2[C:6](=[O:9])[CH2:7][O:8][C:4]=2[CH:3]=1. (3) Given the reactants [CH3:1][O:2][C:3]([C:5]1([CH2:21][CH2:22][CH:23]=C)[C:9](=C)[CH2:8][N:7]([C:11]([O:13][CH2:14][C:15]2[CH:20]=[CH:19][CH:18]=[CH:17][CH:16]=2)=[O:12])[CH2:6]1)=[O:4], predict the reaction product. The product is: [CH3:1][O:2][C:3]([C:5]12[CH2:21][CH2:22][CH:23]=[C:9]1[CH2:8][N:7]([C:11]([O:13][CH2:14][C:15]1[CH:16]=[CH:17][CH:18]=[CH:19][CH:20]=1)=[O:12])[CH2:6]2)=[O:4].